This data is from Reaction yield outcomes from USPTO patents with 853,638 reactions. The task is: Predict the reaction yield, written as a fraction of the theoretical maximum amount of product (1.0 means a 100% yield; for example, 0.34 means a 34% yield). (1) The reactants are [Br:1][C:2]1[C:19]([NH:20][CH3:21])=[N:18][C:5]2[CH2:6][CH2:7][N:8](C(=O)C(F)(F)F)[CH2:9][CH:10]([CH3:11])[C:4]=2[CH:3]=1.C([O-])([O-])=O.[K+].[K+].CO. The catalyst is O. The product is [Br:1][C:2]1[C:19]([NH:20][CH3:21])=[N:18][C:5]2[CH2:6][CH2:7][NH:8][CH2:9][CH:10]([CH3:11])[C:4]=2[CH:3]=1. The yield is 0.550. (2) The reactants are [F:1][C:2]1[CH:7]=[CH:6][CH:5]=[CH:4][C:3]=1[SH:8].[OH:9][C@@H:10]1[CH2:14][CH2:13][CH2:12][C@H:11]1[NH:15][C:16]1[N:24]=[CH:23][N:22]=[C:21]2[C:17]=1[N:18]=[CH:19][N:20]2[CH:25]1[C@H:29]([OH:30])[C@H:28]([OH:31])[C@@H:27]([CH2:32]Cl)[O:26]1. The catalyst is [OH-].[Na+].CN(C)C=O. The product is [OH:9][C@@H:10]1[CH2:14][CH2:13][CH2:12][C@H:11]1[NH:15][C:16]1[N:24]=[CH:23][N:22]=[C:21]2[C:17]=1[N:18]=[CH:19][N:20]2[CH:25]1[C@H:29]([OH:30])[C@H:28]([OH:31])[C@@H:27]([CH2:32][S:8][C:3]2[CH:4]=[CH:5][CH:6]=[CH:7][C:2]=2[F:1])[O:26]1. The yield is 0.850. (3) The reactants are C[Si](Cl)(C)C.BrCCBr.I[CH:11]1[CH2:16][CH2:15][N:14]([C:17]([O:19][C:20]([CH3:23])([CH3:22])[CH3:21])=[O:18])[CH2:13][CH2:12]1.Br[C:25]1[CH:26]=[C:27]2[C:31](=[CH:32][CH:33]=1)[NH:30][N:29]=[CH:28]2. The catalyst is CC(N(C)C)=O.C(OCC)(=O)C.[Zn].[Cu]I.C1C=CC(P(C2C=CC=CC=2)[C-]2C=CC=C2)=CC=1.C1C=CC(P(C2C=CC=CC=2)[C-]2C=CC=C2)=CC=1.Cl[Pd]Cl.[Fe+2]. The product is [NH:30]1[C:31]2[C:27](=[CH:26][C:25]([CH:11]3[CH2:16][CH2:15][N:14]([C:17]([O:19][C:20]([CH3:23])([CH3:22])[CH3:21])=[O:18])[CH2:13][CH2:12]3)=[CH:33][CH:32]=2)[CH:28]=[N:29]1. The yield is 0.120. (4) The yield is 0.870. The reactants are [CH3:1][CH:2]([CH3:16])[CH2:3][CH2:4][N:5]1[CH:9]=[C:8]([N+:10]([O-:12])=[O:11])[CH:7]=[C:6]1[C:13](Cl)=[O:14].Cl.[NH2:18][CH2:19][CH2:20][CH2:21][C:22]#[N:23].N1C=CC=CC=1. The product is [C:19]([CH2:20][CH2:21][CH2:22][NH:23][C:13]([C:6]1[N:5]([CH2:4][CH2:3][CH:2]([CH3:16])[CH3:1])[CH:9]=[C:8]([N+:10]([O-:12])=[O:11])[CH:7]=1)=[O:14])#[N:18]. The catalyst is C1(C)C=CC=CC=1. (5) The reactants are [CH3:1][C:2]1[C:7]([CH3:8])=[C:6]([N:9]2[CH2:14][CH2:13][CH:12]([NH:15][CH3:16])[CH2:11][CH2:10]2)[N:5]=[N:4][C:3]=1[C:17]1[CH:24]=[CH:23][C:20]([C:21]#[N:22])=[CH:19][CH:18]=1.C(N(CC)CC)C.[C:32]([C:34]1[CH:42]=[CH:41][C:37]([C:38]([Cl:40])=[O:39])=[CH:36][CH:35]=1)#[N:33].Cl. The catalyst is C(Cl)Cl.CO. The product is [ClH:40].[C:32]([C:34]1[CH:42]=[CH:41][C:37]([C:38]([N:15]([CH:12]2[CH2:13][CH2:14][N:9]([C:6]3[N:5]=[N:4][C:3]([C:17]4[CH:18]=[CH:19][C:20]([C:21]#[N:22])=[CH:23][CH:24]=4)=[C:2]([CH3:1])[C:7]=3[CH3:8])[CH2:10][CH2:11]2)[CH3:16])=[O:39])=[CH:36][CH:35]=1)#[N:33]. The yield is 0.950. (6) The reactants are [C:1]1([C:7]2([C:13]#[N:14])[CH2:12][CH2:11][NH:10][CH2:9][CH2:8]2)[CH:6]=[CH:5][CH:4]=[CH:3][CH:2]=1.C=O.[C:17](O)(=O)C.C(O[BH-](OC(=O)C)OC(=O)C)(=O)C.[Na+]. The catalyst is ClCCl.O1CCCC1. The product is [CH3:17][N:10]1[CH2:9][CH2:8][C:7]([C:1]2[CH:2]=[CH:3][CH:4]=[CH:5][CH:6]=2)([C:13]#[N:14])[CH2:12][CH2:11]1. The yield is 0.750.